From a dataset of Forward reaction prediction with 1.9M reactions from USPTO patents (1976-2016). Predict the product of the given reaction. (1) Given the reactants [NH2:1][C@H:2]([C:7]([OH:9])=[O:8])[CH2:3][CH2:4][CH2:5][CH3:6].S(Cl)([Cl:12])=O.[CH3:14][CH2:15]O, predict the reaction product. The product is: [ClH:12].[NH2:1][C@H:2]([C:7]([O:9][CH2:14][CH3:15])=[O:8])[CH2:3][CH2:4][CH2:5][CH3:6]. (2) The product is: [CH3:13][O:14][C:15](=[O:31])[CH:16]([C:21]1[CH:26]=[C:25]([NH:10][C:6]2[CH:7]=[CH:8][CH:9]=[C:4]([N+:1]([O-:3])=[O:2])[CH:5]=2)[CH:24]=[CH:23][C:22]=1[N+:28]([O-:30])=[O:29])[C:17]([O:19][CH3:20])=[O:18]. Given the reactants [N+:1]([C:4]1[CH:5]=[C:6]([NH2:10])[CH:7]=[CH:8][CH:9]=1)([O-:3])=[O:2].[H-].[Na+].[CH3:13][O:14][C:15](=[O:31])[CH:16]([C:21]1[CH:26]=[C:25](F)[CH:24]=[CH:23][C:22]=1[N+:28]([O-:30])=[O:29])[C:17]([O:19][CH3:20])=[O:18].[NH4+].[Cl-], predict the reaction product. (3) Given the reactants [F:1][C:2]1[N:10]=[C:9]2[C:5]([N:6]=[C:7]([CH2:11][C:12]3[C:20]([I:21])=[CH:19][C:15]4[O:16][CH2:17][O:18][C:14]=4[CH:13]=3)[NH:8]2)=[C:4]([NH2:22])[N:3]=1.[C:23]([O-:26])([O-])=O.[Cs+].[Cs+], predict the reaction product. The product is: [NH2:22][C:4]1[N:3]=[C:2]([F:1])[N:10]=[C:9]2[C:5]=1[N:6]=[C:7]([CH2:11][C:12]1[C:20]([I:21])=[CH:19][C:15]3[O:16][CH2:17][O:18][C:14]=3[CH:13]=1)[N:8]2[CH2:7][CH2:11][CH2:12][CH2:13][CH2:14][CH2:23][OH:26]. (4) Given the reactants Cl[C:2]1[N:3]=[C:4]([N:15]2[CH2:20][CH2:19][O:18][CH2:17][C@@H:16]2[CH3:21])[C:5]2[CH2:10][N:9]([CH2:11][CH:12]3[CH2:14][CH2:13]3)[CH2:8][C:6]=2[N:7]=1.[CH3:22][NH:23][C:24]([NH:26][C:27]1[CH:32]=[CH:31][C:30](B2OC(C)(C)C(C)(C)O2)=[CH:29][CH:28]=1)=[O:25].C([O-])([O-])=O.[Na+].[Na+], predict the reaction product. The product is: [CH:12]1([CH2:11][N:9]2[CH2:10][C:5]3[C:4]([N:15]4[CH2:20][CH2:19][O:18][CH2:17][C@@H:16]4[CH3:21])=[N:3][C:2]([C:30]4[CH:29]=[CH:28][C:27]([NH:26][C:24]([NH:23][CH3:22])=[O:25])=[CH:32][CH:31]=4)=[N:7][C:6]=3[CH2:8]2)[CH2:14][CH2:13]1.